This data is from Full USPTO retrosynthesis dataset with 1.9M reactions from patents (1976-2016). The task is: Predict the reactants needed to synthesize the given product. Given the product [CH2:17]([N:12]([CH2:13][CH:14]([CH3:15])[CH3:16])[C:11]1[CH:21]=[CH:22][C:8]([C:28]2[C:29]([C:30]([O:32][CH3:33])=[O:31])=[C:34]([CH3:38])[CH:35]=[CH:36][CH:37]=2)=[CH:9][C:10]=1[N+:23]([O-:25])=[O:24])[CH:18]([CH3:19])[CH3:20], predict the reactants needed to synthesize it. The reactants are: CC1(C)COB([C:8]2[CH:22]=[CH:21][C:11]([N:12]([CH2:17][CH:18]([CH3:20])[CH3:19])[CH2:13][CH:14]([CH3:16])[CH3:15])=[C:10]([N+:23]([O-:25])=[O:24])[CH:9]=2)OC1.Br[C:28]1[CH:37]=[CH:36][CH:35]=[C:34]([CH3:38])[C:29]=1[C:30]([O:32][CH3:33])=[O:31].O1CCOCC1.C(=O)([O-])[O-].[Cs+].[Cs+].